This data is from Full USPTO retrosynthesis dataset with 1.9M reactions from patents (1976-2016). The task is: Predict the reactants needed to synthesize the given product. (1) The reactants are: [H-].[Na+].[NH:3]1[CH:8]=[CH:7][CH:6]=[CH:5][C:4]1=[O:9].Br[CH2:11][C:12]([O:14][CH2:15][CH3:16])=[O:13]. Given the product [CH2:15]([O:14][C:12](=[O:13])[CH2:11][N:3]1[CH:8]=[CH:7][CH:6]=[CH:5][C:4]1=[O:9])[CH3:16], predict the reactants needed to synthesize it. (2) Given the product [CH3:35][C:10]1[C:11]2[C:16](=[CH:15][C:14]([O:17][CH2:18][C:19]3[S:23][C:22]([C:24]4[CH:25]=[CH:26][C:27]([C:30]([F:31])([F:33])[F:32])=[CH:28][CH:29]=4)=[N:21][C:20]=3[CH3:34])=[CH:13][CH:12]=2)[N:8]([CH2:7][C:6]([OH:36])=[O:5])[CH:9]=1, predict the reactants needed to synthesize it. The reactants are: C([O:5][C:6](=[O:36])[CH2:7][N:8]1[C:16]2[C:11](=[CH:12][CH:13]=[C:14]([O:17][CH2:18][C:19]3[S:23][C:22]([C:24]4[CH:29]=[CH:28][C:27]([C:30]([F:33])([F:32])[F:31])=[CH:26][CH:25]=4)=[N:21][C:20]=3[CH3:34])[CH:15]=2)[C:10]([CH3:35])=[CH:9]1)(C)(C)C.[Li+].[OH-]. (3) Given the product [C:23]([N:18]1[CH2:17][CH2:16][C:15]2[C:20](=[CH:21][CH:22]=[C:13]([C:11]([N:8]3[CH2:7][CH2:6][N:5]([CH:1]4[CH2:4][CH2:3][CH2:2]4)[CH2:10][CH2:9]3)=[O:12])[CH:14]=2)[CH2:19]1)(=[O:30])[C:24]1[CH:29]=[CH:28][CH:27]=[CH:26][CH:25]=1, predict the reactants needed to synthesize it. The reactants are: [CH:1]1([N:5]2[CH2:10][CH2:9][N:8]([C:11]([C:13]3[CH:14]=[C:15]4[C:20](=[CH:21][CH:22]=3)[CH2:19][NH:18][CH2:17][CH2:16]4)=[O:12])[CH2:7][CH2:6]2)[CH2:4][CH2:3][CH2:2]1.[C:23](Cl)(=[O:30])[C:24]1[CH:29]=[CH:28][CH:27]=[CH:26][CH:25]=1.